This data is from Reaction yield outcomes from USPTO patents with 853,638 reactions. The task is: Predict the reaction yield, written as a fraction of the theoretical maximum amount of product (1.0 means a 100% yield; for example, 0.34 means a 34% yield). (1) The reactants are [CH3:1][O:2][C:3]1[CH:34]=[CH:33][C:6]2[CH2:7][N:8]([C:14]3[CH:23]=[C:22]([NH:24]C(=O)OC(C)(C)C)[C:21]4[C:16](=[CH:17][CH:18]=[C:19]([CH3:32])[CH:20]=4)[N:15]=3)[CH2:9][CH2:10][S:11](=[O:13])(=[O:12])[C:5]=2[CH:4]=1.FC(F)(F)C(O)=O. The catalyst is ClCCl. The product is [CH3:1][O:2][C:3]1[CH:34]=[CH:33][C:6]2[CH2:7][N:8]([C:14]3[CH:23]=[C:22]([NH2:24])[C:21]4[C:16](=[CH:17][CH:18]=[C:19]([CH3:32])[CH:20]=4)[N:15]=3)[CH2:9][CH2:10][S:11](=[O:13])(=[O:12])[C:5]=2[CH:4]=1. The yield is 0.215. (2) The reactants are [Br:1][C:2]1[S:10][C:9]2[C:8](Cl)=[N:7][CH:6]=[N:5][C:4]=2[CH:3]=1.[F:12][C:13]1[CH:18]=[CH:17][C:16]([CH2:19][NH:20][C:21]([N:23]2[CH2:28][CH2:27][NH:26][CH2:25][CH2:24]2)=[O:22])=[CH:15][CH:14]=1.C(N(CC)C(C)C)(C)C. The catalyst is C(#N)C. The product is [Br:1][C:2]1[S:10][C:9]2[C:8]([N:26]3[CH2:25][CH2:24][N:23]([C:21]([NH:20][CH2:19][C:16]4[CH:17]=[CH:18][C:13]([F:12])=[CH:14][CH:15]=4)=[O:22])[CH2:28][CH2:27]3)=[N:7][CH:6]=[N:5][C:4]=2[CH:3]=1. The yield is 0.660. (3) The reactants are Cl[CH2:2][CH2:3][CH2:4][N:5]1[C:10]2[CH:11]=[C:12]([F:15])[CH:13]=[CH:14][C:9]=2[O:8][CH2:7][C:6]1=[O:16].C([O-])([O-])=O.[K+].[K+].[Na+].[I-].[CH2:25]([CH:29]1[CH2:34][CH2:33][NH:32][CH2:31][CH2:30]1)[CH2:26][CH2:27][CH3:28]. The catalyst is CCCCCCC.CCOC(C)=O. The product is [CH2:25]([CH:29]1[CH2:34][CH2:33][N:32]([CH2:2][CH2:3][CH2:4][N:5]2[C:10]3[CH:11]=[C:12]([F:15])[CH:13]=[CH:14][C:9]=3[O:8][CH2:7][C:6]2=[O:16])[CH2:31][CH2:30]1)[CH2:26][CH2:27][CH3:28]. The yield is 0.800. (4) The reactants are [H-].C([Al+]CC(C)C)C(C)C.[F:11][C:12]1[CH:19]=[C:18]([N:20]2[CH:24]=[CH:23][CH:22]=[N:21]2)[CH:17]=[CH:16][C:13]=1[C:14]#N.C[OH:26].Cl. The catalyst is C1(C)C=CC=CC=1.C(OCC)(=O)C. The product is [F:11][C:12]1[CH:19]=[C:18]([N:20]2[CH:24]=[CH:23][CH:22]=[N:21]2)[CH:17]=[CH:16][C:13]=1[CH:14]=[O:26]. The yield is 0.650. (5) The reactants are [CH3:1][O:2][C:3](=[O:31])[CH:4]([O:26][C:27]([CH3:30])([CH3:29])[CH3:28])[C:5]1[C:10]([CH3:11])=[CH:9][C:8](I)=[C:7]([CH:13]2[CH2:15][CH2:14]2)[C:6]=1[C:16]1[CH:17]=[C:18]2[C:23](=[CH:24][CH:25]=1)[O:22][CH2:21][CH2:20][CH2:19]2.C(=O)([O-])[O-].[K+].[K+].[C:38]1(B2OC(C)(C)C(C)(C)O2)[CH:43]=[CH:42][CH:41]=[CH:40][CH:39]=1. The catalyst is O1CCOCC1.O.C1C=CC([P]([Pd]([P](C2C=CC=CC=2)(C2C=CC=CC=2)C2C=CC=CC=2)([P](C2C=CC=CC=2)(C2C=CC=CC=2)C2C=CC=CC=2)[P](C2C=CC=CC=2)(C2C=CC=CC=2)C2C=CC=CC=2)(C2C=CC=CC=2)C2C=CC=CC=2)=CC=1. The product is [CH3:1][O:2][C:3](=[O:31])[CH:4]([O:26][C:27]([CH3:30])([CH3:29])[CH3:28])[C:5]1[C:10]([CH3:11])=[CH:9][C:8]([C:38]2[CH:43]=[CH:42][CH:41]=[CH:40][CH:39]=2)=[C:7]([CH:13]2[CH2:15][CH2:14]2)[C:6]=1[C:16]1[CH:17]=[C:18]2[C:23](=[CH:24][CH:25]=1)[O:22][CH2:21][CH2:20][CH2:19]2. The yield is 0.980.